Predict the product of the given reaction. From a dataset of Forward reaction prediction with 1.9M reactions from USPTO patents (1976-2016). (1) Given the reactants [F:1][C:2]1[CH:3]=[CH:4][C:5]2[N:6]([CH:8]=[C:9]([C:11]([NH:13][C@H:14]3[CH2:19][CH2:18][C@@H:17]([N:20]4[C:25](=[O:26])[C:24]5[CH:27]=[C:28]([F:31])[CH:29]=[N:30][C:23]=5[N:22]([C:32]5[CH:33]=[C:34]([C:38]6[CH:43]=[CH:42][C:41](C=O)=[CH:40][CH:39]=6)[CH:35]=[CH:36][CH:37]=5)[C:21]4=[O:46])[CH2:16][CH2:15]3)=[O:12])[N:10]=2)[CH:7]=1.[C:47]([NH:54][CH2:55][CH2:56][NH:57][CH3:58])([O:49][C:50]([CH3:53])([CH3:52])[CH3:51])=[O:48].[C:59](O[BH-](OC(=O)C)OC(=O)C)(=O)C.[Na+], predict the reaction product. The product is: [C:50]([O:49][C:47](=[O:48])[N:54]([CH2:55][CH2:56][NH:57][CH2:58][C:41]1[CH:40]=[CH:39][C:38]([C:34]2[CH:35]=[CH:36][CH:37]=[C:32]([N:22]3[C:23]4[N:30]=[CH:29][C:28]([F:31])=[CH:27][C:24]=4[C:25](=[O:26])[N:20]([C@H:17]4[CH2:16][CH2:15][C@@H:14]([NH:13][C:11]([C:9]5[N:10]=[C:5]6[CH:4]=[CH:3][C:2]([F:1])=[CH:7][N:6]6[CH:8]=5)=[O:12])[CH2:19][CH2:18]4)[C:21]3=[O:46])[CH:33]=2)=[CH:43][CH:42]=1)[CH3:59])([CH3:51])([CH3:52])[CH3:53]. (2) Given the reactants Br[C:2]1[CH:7]=[CH:6][C:5]2[C:8]3[CH2:9][N:10]([C:15]([O:17][C:18]([CH3:21])([CH3:20])[CH3:19])=[O:16])[CH2:11][CH2:12][C:13]=3[O:14][C:4]=2[CH:3]=1.[F:22][C:23]1[CH:24]=[CH:25][C:26]([CH2:29][CH2:30][N:31]2[CH2:36][CH2:35][NH:34][C:33](=[O:37])[CH2:32]2)=[N:27][CH:28]=1, predict the reaction product. The product is: [F:22][C:23]1[CH:24]=[CH:25][C:26]([CH2:29][CH2:30][N:31]2[CH2:36][CH2:35][N:34]([C:2]3[CH:7]=[CH:6][C:5]4[C:8]5[CH2:9][N:10]([C:15]([O:17][C:18]([CH3:21])([CH3:20])[CH3:19])=[O:16])[CH2:11][CH2:12][C:13]=5[O:14][C:4]=4[CH:3]=3)[C:33](=[O:37])[CH2:32]2)=[N:27][CH:28]=1. (3) Given the reactants [C:1](/[C:3](=[C:22](/[OH:27])\[CH2:23][CH2:24][C:25]#[CH:26])/[C:4]([NH:6][C:7]1[CH:21]=[CH:20][C:10]([O:11][CH2:12][CH2:13][CH2:14][CH2:15][CH2:16][C:17]([OH:19])=[O:18])=[CH:9][CH:8]=1)=[O:5])#[N:2].[C:28]1(O)[C:37]([F:38])=[C:35]([F:36])[C:33]([F:34])=[C:31]([F:32])[C:29]=1[F:30].C1(N=C=NC2CCCCC2)CCCCC1, predict the reaction product. The product is: [C:1](/[C:3](=[C:22](/[OH:27])\[CH2:23][CH2:24][C:25]#[CH:26])/[C:4]([NH:6][C:7]1[CH:8]=[CH:9][C:10]([O:11][CH2:12][CH2:13][CH2:14][CH2:15][CH2:16][C:17]([O:19][C:28]2[C:37]([F:38])=[C:35]([F:36])[C:33]([F:34])=[C:31]([F:32])[C:29]=2[F:30])=[O:18])=[CH:20][CH:21]=1)=[O:5])#[N:2]. (4) Given the reactants [CH3:1][O:2][C:3]1[CH:4]=[C:5]([CH:8]=[CH:9][CH:10]=1)[CH2:6][OH:7].C1C(=O)N([Br:18])C(=O)C1, predict the reaction product. The product is: [Br:18][C:8]1[CH:9]=[CH:10][C:3]([O:2][CH3:1])=[CH:4][C:5]=1[CH2:6][OH:7]. (5) Given the reactants [Si]([C:5]1[S:6][CH:7]=[CH:8][N:9]=1)(C)(C)C.C([Li])CCC.[CH2:15]1[O:25][C:18]2([CH2:23][CH2:22][C:21](=[O:24])[CH2:20][CH2:19]2)[O:17][CH2:16]1.O, predict the reaction product. The product is: [S:6]1[C:7]([C:21]2([OH:24])[CH2:22][CH2:23][C:18]3([O:25][CH2:15][CH2:16][O:17]3)[CH2:19][CH2:20]2)=[CH:8][N:9]=[CH:5]1. (6) Given the reactants [C:1]([O:5][C:6]([NH:8][C@@H:9]([CH2:26][C:27]1[CH:32]=[CH:31][CH:30]=[CH:29][CH:28]=1)[C@@H:10]([OH:25])[C@@H:11]([NH:15][CH2:16][C:17]1[CH:22]=[CH:21][CH:20]=[C:19]([O:23][CH3:24])[CH:18]=1)[C:12]([OH:14])=O)=[O:7])([CH3:4])([CH3:3])[CH3:2].[NH2:33][C@@H:34]([CH:48]([CH3:50])[CH3:49])[C:35]([NH:37][CH2:38][C:39]1[CH:44]=[CH:43][C:42]([O:45][CH3:46])=[CH:41][C:40]=1[OH:47])=[O:36], predict the reaction product. The product is: [C:1]([O:5][C:6](=[O:7])[NH:8][C@@H:9]([CH2:26][C:27]1[CH:32]=[CH:31][CH:30]=[CH:29][CH:28]=1)[C@@H:10]([OH:25])[C@H:11]([C:12](=[O:14])[NH:33][C@H:34]([C:35](=[O:36])[NH:37][CH2:38][C:39]1[CH:44]=[CH:43][C:42]([O:45][CH3:46])=[CH:41][C:40]=1[OH:47])[CH:48]([CH3:50])[CH3:49])[NH:15][CH2:16][C:17]1[CH:22]=[CH:21][CH:20]=[C:19]([O:23][CH3:24])[CH:18]=1)([CH3:2])([CH3:4])[CH3:3]. (7) Given the reactants [Cl:1][C:2]1[CH:3]=[C:4]([CH:7]=[CH:8][C:9]=1[Cl:10])[CH2:5]Br.[CH2:11]([O:13][C:14](=[O:34])[C:15]1[CH:20]=[C:19]([N:21]2[C:25]([CH3:26])=[CH:24][CH:23]=[C:22]2[C:27]2[CH:32]=[CH:31][CH:30]=[CH:29][C:28]=2[OH:33])[CH:18]=[N:17][CH:16]=1)[CH3:12].C([O-])([O-])=O.[K+].[K+], predict the reaction product. The product is: [CH2:11]([O:13][C:14](=[O:34])[C:15]1[CH:20]=[C:19]([N:21]2[C:25]([CH3:26])=[CH:24][CH:23]=[C:22]2[C:27]2[CH:32]=[CH:31][CH:30]=[CH:29][C:28]=2[O:33][CH2:5][C:4]2[CH:7]=[CH:8][C:9]([Cl:10])=[C:2]([Cl:1])[CH:3]=2)[CH:18]=[N:17][CH:16]=1)[CH3:12]. (8) Given the reactants [CH3:1][N:2]([CH3:21])[C:3]1[CH:8]=[CH:7][C:6]([C:9]2[S:10][C:11]3[CH:17]([OH:18])[CH2:16][CH2:15][CH2:14][C:12]=3[N:13]=2)=[C:5]([O:19]C)[CH:4]=1.B(Br)(Br)Br.O.C([O-])(O)=O.[Na+], predict the reaction product. The product is: [CH3:1][N:2]([CH3:21])[C:3]1[CH:8]=[CH:7][C:6]([C:9]2[S:10][C:11]3[CH:17]([OH:18])[CH2:16][CH2:15][CH2:14][C:12]=3[N:13]=2)=[C:5]([OH:19])[CH:4]=1. (9) Given the reactants [NH2:1][C:2]1[N:9]=[CH:8][C:7](Br)=[CH:6][C:3]=1[CH:4]=[O:5].[C:11]([C:13]1[CH:14]=[C:15](B(O)O)[CH:16]=[CH:17][CH:18]=1)#[N:12].C([O-])([O-])=O.[K+].[K+].O, predict the reaction product. The product is: [NH2:1][C:2]1[N:9]=[CH:8][C:7]([C:17]2[CH:18]=[C:13]([CH:14]=[CH:15][CH:16]=2)[C:11]#[N:12])=[CH:6][C:3]=1[CH:4]=[O:5]. (10) Given the reactants [N+:1]([CH2:4][CH3:5])([O-:3])=O.C1(N=C=O)C=CC=CC=1.[C:15]([C:17]1[CH:18]=[CH:19][C:20]2[N:21]([C:23]([CH2:26][NH:27][C:28](=[O:34])[O:29][C:30]([CH3:33])([CH3:32])[CH3:31])=[N:24][N:25]=2)[N:22]=1)#[CH:16].C(N(CC)CC)C, predict the reaction product. The product is: [C:30]([O:29][C:28](=[O:34])[NH:27][CH2:26][C:23]1[N:21]2[N:22]=[C:17]([C:15]3[O:3][N:1]=[C:4]([CH3:5])[CH:16]=3)[CH:18]=[CH:19][C:20]2=[N:25][N:24]=1)([CH3:33])([CH3:32])[CH3:31].